Dataset: Catalyst prediction with 721,799 reactions and 888 catalyst types from USPTO. Task: Predict which catalyst facilitates the given reaction. (1) Product: [F:15][C:16]1[CH:21]=[CH:20][C:19]([F:22])=[CH:18][C:17]=1[C:23]1[N:25]=[C:4]([CH2:3][C:2]([C:9]2[CH:10]=[CH:11][CH:12]=[CH:13][CH:14]=2)=[O:1])[O:6][N:24]=1. The catalyst class is: 11. Reactant: [O:1]=[C:2]([C:9]1[CH:14]=[CH:13][CH:12]=[CH:11][CH:10]=1)[CH2:3][C:4]([O:6]CC)=O.[F:15][C:16]1[CH:21]=[CH:20][C:19]([F:22])=[CH:18][C:17]=1[C:23](=[N:25]O)[NH2:24]. (2) Reactant: [CH3:1][N:2]([CH3:19])[CH2:3][CH2:4][CH2:5][N:6]1[C:14]2[C:9](=[CH:10][C:11]([O:15][CH3:16])=[CH:12][CH:13]=2)[C:8]([CH:17]=O)=[CH:7]1.[Br:20][C:21]1[CH:30]=[CH:29][C:24]2[C:25](=[O:28])[CH2:26][O:27][C:23]=2[CH:22]=1.[Cl-].[NH4+]. Product: [Br:20][C:21]1[CH:30]=[CH:29][C:24]2[C:25](=[O:28])/[C:26](=[CH:17]/[C:8]3[C:9]4[C:14](=[CH:13][CH:12]=[C:11]([O:15][CH3:16])[CH:10]=4)[N:6]([CH2:5][CH2:4][CH2:3][N:2]([CH3:19])[CH3:1])[CH:7]=3)/[O:27][C:23]=2[CH:22]=1. The catalyst class is: 8.